Task: Regression/Classification. Given a drug SMILES string, predict its absorption, distribution, metabolism, or excretion properties. Task type varies by dataset: regression for continuous measurements (e.g., permeability, clearance, half-life) or binary classification for categorical outcomes (e.g., BBB penetration, CYP inhibition). Dataset: hlm.. Dataset: Human liver microsome stability data (1) The compound is CCC(CC)C(=O)N=C(NC1=NC(=O)C(=O)N1c1ccc(Cl)c(Cl)c1)NC(C)C. The result is 1 (stable in human liver microsomes). (2) The molecule is O=C(Cn1cnc([N+](=O)[O-])n1)N1CCN(Cc2ccc(Cl)c(Cl)c2)CC1. The result is 0 (unstable in human liver microsomes). (3) The molecule is COc1cccc(CNC(=O)c2cn(CCN3CCCC3)c3nc(-c4cn[nH]c4)ccc23)c1. The result is 1 (stable in human liver microsomes). (4) The molecule is CC(C)[C@H]1C(=O)C(=C2NS(=O)(=O)c3c(OCc4ncon4)cccc32)C(=O)N1Cc1ccccc1. The result is 0 (unstable in human liver microsomes).